This data is from Forward reaction prediction with 1.9M reactions from USPTO patents (1976-2016). The task is: Predict the product of the given reaction. (1) Given the reactants [Cl:1][C:2]1[N:10]=[C:9](Cl)[CH:8]=[CH:7][C:3]=1[C:4]([OH:6])=[O:5].[OH-:12].[Na+].Cl, predict the reaction product. The product is: [Cl:1][C:2]1[NH:10][C:9](=[O:12])[CH:8]=[CH:7][C:3]=1[C:4]([OH:6])=[O:5]. (2) Given the reactants [C:1]([C:4]1[C:34](=[O:35])[C@@:8]2([CH3:36])[C:9]3[C:15]([OH:16])=[CH:14][C:13]([O:17][CH3:18])=[C:12]([C:19]([NH:21][CH2:22][C:23]4[C:32]5[C:27](=[CH:28][CH:29]=[CH:30][CH:31]=5)[CH:26]=[CH:25][C:24]=4[CH3:33])=[O:20])[C:10]=3[O:11][C:7]2=[CH:6][C:5]=1[OH:37])(=O)[CH3:2].Cl.[CH2:39]([O:42][NH2:43])[CH:40]=[CH2:41].C(=O)(O)[O-].[Na+], predict the reaction product. The product is: [CH2:39]([O:42]/[N:43]=[C:1](/[C:4]1[C:34](=[O:35])[C@@:8]2([CH3:36])[C:9]3[C:15]([OH:16])=[CH:14][C:13]([O:17][CH3:18])=[C:12]([C:19]([NH:21][CH2:22][C:23]4[C:32]5[C:27](=[CH:28][CH:29]=[CH:30][CH:31]=5)[CH:26]=[CH:25][C:24]=4[CH3:33])=[O:20])[C:10]=3[O:11][C:7]2=[CH:6][C:5]=1[OH:37])\[CH3:2])[CH:40]=[CH2:41]. (3) Given the reactants Br[C:2]1[S:27][C:5]2[N:6]=[CH:7][N:8]=[C:9]([NH:10][C:11]3[CH:16]=[CH:15][C:14]([O:17][CH2:18][C:19]4[CH:24]=[CH:23][CH:22]=[C:21]([F:25])[CH:20]=4)=[C:13]([Cl:26])[CH:12]=3)[C:4]=2[CH:3]=1.[CH2:28]([NH:31][C:32](=[O:34])[CH3:33])[C:29]#[CH:30].ClC1C=C(C=CC=1OCC1C=CC=C(F)C=1)N, predict the reaction product. The product is: [Cl:26][C:13]1[CH:12]=[C:11]([NH:10][C:9]2[C:4]3[CH:3]=[C:2]([C:30]#[C:29][CH2:28][NH:31][C:32](=[O:34])[CH3:33])[S:27][C:5]=3[N:6]=[CH:7][N:8]=2)[CH:16]=[CH:15][C:14]=1[O:17][CH2:18][C:19]1[CH:24]=[CH:23][CH:22]=[C:21]([F:25])[CH:20]=1. (4) Given the reactants [N+:1]([C:4]1[C:5]([N+:11]([O-:13])=[O:12])=[C:6]([OH:10])[CH:7]=[CH:8][CH:9]=1)([O-:3])=[O:2].[H-].[Na+:15], predict the reaction product. The product is: [N+:1]([C:4]1[C:5]([N+:11]([O-:13])=[O:12])=[C:6]([O-:10])[CH:7]=[CH:8][CH:9]=1)([O-:3])=[O:2].[Na+:15]. (5) Given the reactants [CH2:1]([O:8][C:9]1[C:10]2[N:11]([C:15]([C:19]([OH:21])=O)=[C:16]([CH3:18])[N:17]=2)[CH:12]=[CH:13][CH:14]=1)[C:2]1[CH:7]=[CH:6][CH:5]=[CH:4][CH:3]=1.[NH2:22][C@H:23]([CH2:26][CH2:27][CH2:28][CH3:29])[CH2:24][OH:25].CN(C(ON1N=NC2C=CC=CC1=2)=[N+](C)C)C.[B-](F)(F)(F)F, predict the reaction product. The product is: [CH2:1]([O:8][C:9]1[C:10]2[N:11]([C:15]([C:19]([NH:22][C@H:23]([CH2:26][CH2:27][CH2:28][CH3:29])[CH2:24][OH:25])=[O:21])=[C:16]([CH3:18])[N:17]=2)[CH:12]=[CH:13][CH:14]=1)[C:2]1[CH:3]=[CH:4][CH:5]=[CH:6][CH:7]=1. (6) Given the reactants [CH:1]1[C:13]2[CH:12]([CH2:14][O:15][C:16]([NH:18][C@@H:19]([CH2:27][C:28]3[CH:29]=[N:30][CH:31]=[N:32][C:33]=3[C:34]3[CH:39]=[CH:38][CH:37]=[CH:36][C:35]=3[CH3:40])[C:20]([O:22]C(C)(C)C)=[O:21])=[O:17])[C:11]3[C:6](=[CH:7][CH:8]=[CH:9][CH:10]=3)[C:5]=2[CH:4]=[CH:3][CH:2]=1.[Cl-:41].[Ca+2].[Cl-], predict the reaction product. The product is: [ClH:41].[CH:10]1[C:11]2[CH:12]([CH2:14][O:15][C:16]([NH:18][C@@H:19]([CH2:27][C:28]3[CH:29]=[N:30][CH:31]=[N:32][C:33]=3[C:34]3[CH:39]=[CH:38][CH:37]=[CH:36][C:35]=3[CH3:40])[C:20]([OH:22])=[O:21])=[O:17])[C:13]3[C:5](=[CH:4][CH:3]=[CH:2][CH:1]=3)[C:6]=2[CH:7]=[CH:8][CH:9]=1. (7) The product is: [F:25][CH2:26][CH2:27][O:1][C:2]1[CH:3]=[CH:4][C:5]([C:8]2[N:9]=[C:10]3[CH:15]=[CH:14][C:13]([O:16][CH3:17])=[CH:12][N:11]3[CH:18]=2)=[CH:6][CH:7]=1. Given the reactants [OH:1][C:2]1[CH:7]=[CH:6][C:5]([C:8]2[N:9]=[C:10]3[CH:15]=[CH:14][C:13]([O:16][CH3:17])=[CH:12][N:11]3[CH:18]=2)=[CH:4][CH:3]=1.C(=O)([O-])[O-].[K+].[K+].[F:25][CH2:26][CH2:27]OS(C1C=CC(C)=CC=1)(=O)=O.[Cl-].[NH4+], predict the reaction product. (8) Given the reactants [NH2:1][C:2]1[N:6]([C@@H:7]2[CH2:12][CH2:11][CH2:10][N:9]([C:13](=[O:19])/[CH:14]=[CH:15]/[CH:16](F)[F:17])[CH2:8]2)[N:5]=[C:4]([C:20]2[CH:25]=[CH:24][C:23]([O:26][C:27]3[CH:32]=[CH:31][CH:30]=[C:29]([C:33]([F:36])([F:35])[F:34])[N:28]=3)=[CH:22][CH:21]=2)[C:3]=1[C:37]([NH2:39])=[O:38].FC/C=C/C(O)=O, predict the reaction product. The product is: [NH2:1][C:2]1[N:6]([C@@H:7]2[CH2:12][CH2:11][CH2:10][N:9]([C:13](=[O:19])/[CH:14]=[CH:15]/[CH2:16][F:17])[CH2:8]2)[N:5]=[C:4]([C:20]2[CH:21]=[CH:22][C:23]([O:26][C:27]3[CH:32]=[CH:31][CH:30]=[C:29]([C:33]([F:36])([F:35])[F:34])[N:28]=3)=[CH:24][CH:25]=2)[C:3]=1[C:37]([NH2:39])=[O:38]. (9) Given the reactants [C:12]([O:11][C:9](O[C:9]([O:11][C:12]([CH3:15])([CH3:14])[CH3:13])=[O:10])=[O:10])([CH3:15])([CH3:14])[CH3:13].[NH2:16][CH2:17][C:18]1[CH:24]=[CH:23][C:21]([NH2:22])=[CH:20][CH:19]=1, predict the reaction product. The product is: [C:12]([O:11][C:9](=[O:10])[NH:16][CH2:17][C:18]1[CH:24]=[CH:23][C:21]([NH2:22])=[CH:20][CH:19]=1)([CH3:13])([CH3:14])[CH3:15].